Task: Regression. Given a peptide amino acid sequence and an MHC pseudo amino acid sequence, predict their binding affinity value. This is MHC class I binding data.. Dataset: Peptide-MHC class I binding affinity with 185,985 pairs from IEDB/IMGT (1) The peptide sequence is TFHQTLQDPR. The MHC is Patr-A0101 with pseudo-sequence Patr-A0101. The binding affinity (normalized) is 0.297. (2) The peptide sequence is LSSIKSKSR. The MHC is HLA-A03:01 with pseudo-sequence HLA-A03:01. The binding affinity (normalized) is 0.258. (3) The peptide sequence is APQFSLWRR. The MHC is HLA-A68:01 with pseudo-sequence HLA-A68:01. The binding affinity (normalized) is 0.472.